From a dataset of NCI-60 drug combinations with 297,098 pairs across 59 cell lines. Regression. Given two drug SMILES strings and cell line genomic features, predict the synergy score measuring deviation from expected non-interaction effect. Drug 1: CS(=O)(=O)CCNCC1=CC=C(O1)C2=CC3=C(C=C2)N=CN=C3NC4=CC(=C(C=C4)OCC5=CC(=CC=C5)F)Cl. Drug 2: CS(=O)(=O)OCCCCOS(=O)(=O)C. Cell line: NCI-H460. Synergy scores: CSS=36.3, Synergy_ZIP=-9.34, Synergy_Bliss=0.189, Synergy_Loewe=0.435, Synergy_HSA=1.18.